The task is: Regression. Given a peptide amino acid sequence and an MHC pseudo amino acid sequence, predict their binding affinity value. This is MHC class I binding data.. This data is from Peptide-MHC class I binding affinity with 185,985 pairs from IEDB/IMGT. (1) The binding affinity (normalized) is 0.631. The MHC is HLA-A11:01 with pseudo-sequence HLA-A11:01. The peptide sequence is HLLFLLPPK. (2) The MHC is HLA-A02:06 with pseudo-sequence HLA-A02:06. The peptide sequence is LPGPQVTAVLLHEES. The binding affinity (normalized) is 0. (3) The peptide sequence is SRWGYQVKH. The MHC is HLA-B58:01 with pseudo-sequence HLA-B58:01. The binding affinity (normalized) is 0.0847. (4) The peptide sequence is WVKKGGHVTL. The MHC is HLA-A02:02 with pseudo-sequence HLA-A02:02. The binding affinity (normalized) is 0.229. (5) The peptide sequence is LLNETAKVIK. The MHC is HLA-A11:01 with pseudo-sequence HLA-A11:01. The binding affinity (normalized) is 0.497. (6) The peptide sequence is LRKERLAKL. The MHC is HLA-A68:02 with pseudo-sequence HLA-A68:02. The binding affinity (normalized) is 0.0847. (7) The peptide sequence is GSEEIKSLY. The MHC is HLA-A30:01 with pseudo-sequence HLA-A30:01. The binding affinity (normalized) is 0.0847.